Dataset: Reaction yield outcomes from USPTO patents with 853,638 reactions. Task: Predict the reaction yield, written as a fraction of the theoretical maximum amount of product (1.0 means a 100% yield; for example, 0.34 means a 34% yield). (1) The reactants are [Br:1][C:2]1[CH:3]=[C:4]2[C:9](=[CH:10][CH:11]=1)[O:8][C:7]([CH2:12][N:13]1[CH2:18][CH2:17][O:16][CH2:15][CH2:14]1)=[C:6]([C:19]1[CH:24]=[CH:23][CH:22]=[CH:21][CH:20]=1)[C:5]2=[O:25].[ClH:26]. The catalyst is C1COCC1.C(OCC)C. The product is [ClH:26].[Br:1][C:2]1[CH:3]=[C:4]2[C:9](=[CH:10][CH:11]=1)[O:8][C:7]([CH2:12][N:13]1[CH2:18][CH2:17][O:16][CH2:15][CH2:14]1)=[C:6]([C:19]1[CH:24]=[CH:23][CH:22]=[CH:21][CH:20]=1)[C:5]2=[O:25]. The yield is 0.990. (2) The reactants are [CH3:1][NH:2][C@H:3]([C:12]([OH:14])=[O:13])[C:4]([C:7]1[CH:11]=[CH:10][S:9][CH:8]=1)([CH3:6])[CH3:5].Cl.[CH3:16]/[C:17](=[CH:23]\[C@@H:24]([N:28]([CH3:37])[C:29](=[O:36])[C@H:30]([C:32]([CH3:35])([CH3:34])[CH3:33])[NH2:31])[CH:25]([CH3:27])[CH3:26])/[C:18]([O:20][CH2:21][CH3:22])=[O:19].Cl.CN(C)CCCN=C=NCC.CN1CCOCC1. The catalyst is CC(C)=O. The product is [CH3:1][NH:2][C@H:3]([C:12]([NH:31][C@H:30]([C:29]([N:28]([C@@H:24]([CH:25]([CH3:26])[CH3:27])/[CH:23]=[C:17](\[CH3:16])/[C:18]([O:20][CH2:21][CH3:22])=[O:19])[CH3:37])=[O:36])[C:32]([CH3:34])([CH3:35])[CH3:33])=[O:14])[C:4]([C:7]1[CH:11]=[CH:10][S:9][CH:8]=1)([CH3:5])[CH3:6].[CH3:1][NH:2][C@@H:3]([C:12]([NH:31][C@H:30]([C:29]([N:28]([C@@H:24]([CH:25]([CH3:27])[CH3:26])/[CH:23]=[C:17](\[CH3:16])/[C:18]([O:20][CH2:21][CH3:22])=[O:19])[CH3:37])=[O:36])[C:32]([CH3:34])([CH3:33])[CH3:35])=[O:13])[C:4]([C:7]1[CH:11]=[CH:10][S:9][CH:8]=1)([CH3:6])[CH3:5]. The yield is 0.177. (3) The reactants are [OH:1][CH2:2][CH2:3][CH2:4][C:5]1[CH:14]=[C:13]2[C:8]([CH:9]=[C:10]([C:16]3[CH:17]=[CH:18][C:19]4[N:20]([CH:22]=[C:23]([CH3:25])[N:24]=4)[CH:21]=3)[C:11](=[O:15])[O:12]2)=[CH:7][CH:6]=1.C(N(C(C)C)CC)(C)C.[CH3:35][S:36](Cl)(=[O:38])=[O:37]. The catalyst is C(Cl)Cl. The product is [CH3:35][S:36]([O:1][CH2:2][CH2:3][CH2:4][C:5]1[CH:14]=[C:13]2[C:8]([CH:9]=[C:10]([C:16]3[CH:17]=[CH:18][C:19]4[N:20]([CH:22]=[C:23]([CH3:25])[N:24]=4)[CH:21]=3)[C:11](=[O:15])[O:12]2)=[CH:7][CH:6]=1)(=[O:38])=[O:37]. The yield is 0.470. (4) The reactants are C([Li])CCC.Br[C:7]1[N:8]=[C:9]([N:17]2[CH2:23][CH2:22][CH2:21][N:20]([C:24]([O:26][C:27]([CH3:30])([CH3:29])[CH3:28])=[O:25])[CH2:19][CH2:18]2)[C:10]2[C:15]([CH:16]=1)=[CH:14][CH:13]=[CH:12][CH:11]=2.[F:31][C:32]1[N:43]=[CH:42][CH:41]=[CH:40][C:33]=1[C:34](N(OC)C)=[O:35]. The catalyst is O1CCCC1. The product is [F:31][C:32]1[N:43]=[CH:42][CH:41]=[CH:40][C:33]=1[C:34]([C:7]1[N:8]=[C:9]([N:17]2[CH2:23][CH2:22][CH2:21][N:20]([C:24]([O:26][C:27]([CH3:29])([CH3:28])[CH3:30])=[O:25])[CH2:19][CH2:18]2)[C:10]2[C:15]([CH:16]=1)=[CH:14][CH:13]=[CH:12][CH:11]=2)=[O:35]. The yield is 0.460. (5) The reactants are Br[C:2]1[C:3]2[CH:4]=[CH:5][C:6]3[N:7]([CH:15]=[C:16]([C:18]4[O:19][CH:20]=[N:21][N:22]=4)[N:17]=3)[C:8]=2[N:9]=[C:10]([CH:12]([CH3:14])[CH3:13])[CH:11]=1.[O-]P([O-])([O-])=O.[K+].[K+].[K+].[C:31]1(B(O)O)[CH:36]=[CH:35][CH:34]=[CH:33][CH:32]=1. The catalyst is O1CCOCC1.O. The product is [C:31]1([C:2]2[C:3]3[CH:4]=[CH:5][C:6]4[N:7]([CH:15]=[C:16]([C:18]5[O:19][CH:20]=[N:21][N:22]=5)[N:17]=4)[C:8]=3[N:9]=[C:10]([CH:12]([CH3:14])[CH3:13])[CH:11]=2)[CH:36]=[CH:35][CH:34]=[CH:33][CH:32]=1. The yield is 0.690.